From a dataset of Forward reaction prediction with 1.9M reactions from USPTO patents (1976-2016). Predict the product of the given reaction. (1) The product is: [OH:1][CH2:7][C:8]1[CH:13]=[C:12]([O:31][CH3:32])[C:11]([CH2:15][OH:16])=[CH:10][C:9]=1[O:20][CH2:21][CH2:22][CH:23]([CH3:30])[CH2:24][CH2:25][CH2:26][CH:27]([CH3:29])[CH3:28]. Given the reactants [OH-:1].[Na+].C(O[CH2:7][C:8]1[CH:13]=[C:12](C)[C:11]([CH2:15][O:16]C(=O)C)=[CH:10][C:9]=1[O:20][CH2:21][CH2:22][CH:23]([CH3:30])[CH2:24][CH2:25][CH2:26][CH:27]([CH3:29])[CH3:28])(=O)C.[OH2:31].[CH3:32]CCCCC, predict the reaction product. (2) Given the reactants FC(F)(F)C(O)=O.[CH3:8][C:9]1[C:14]([NH:15][C:16](=[O:43])[CH:17]([C:23]2[CH:28]=[CH:27][C:26]([CH2:29][N:30]3[C:35](=[O:36])[CH2:34][O:33][C:32]([C:37]4[CH:42]=[CH:41][CH:40]=[CH:39][CH:38]=4)=[N:31]3)=[CH:25][CH:24]=2)[CH:18]([CH3:22])[CH2:19][CH2:20][CH3:21])=[CH:13][CH:12]=[CH:11][C:10]=1[CH2:44][CH2:45][C:46]([O:48]C(C)(C)C)=[O:47], predict the reaction product. The product is: [CH3:8][C:9]1[C:14]([NH:15][C:16](=[O:43])[CH:17]([C:23]2[CH:28]=[CH:27][C:26]([CH2:29][N:30]3[C:35](=[O:36])[CH2:34][O:33][C:32]([C:37]4[CH:42]=[CH:41][CH:40]=[CH:39][CH:38]=4)=[N:31]3)=[CH:25][CH:24]=2)[CH:18]([CH3:22])[CH2:19][CH2:20][CH3:21])=[CH:13][CH:12]=[CH:11][C:10]=1[CH2:44][CH2:45][C:46]([OH:48])=[O:47]. (3) Given the reactants [NH2:1][C:2]1[CH:3]=[C:4]([CH:7]=[C:8]([C:11]2([F:15])[CH2:14][NH:13][CH2:12]2)[C:9]=1[Cl:10])[C:5]#[N:6].CCN(CC)CC.[C:23](O[C:23]([O:25][C:26]([CH3:29])([CH3:28])[CH3:27])=[O:24])([O:25][C:26]([CH3:29])([CH3:28])[CH3:27])=[O:24], predict the reaction product. The product is: [NH2:1][C:2]1[C:9]([Cl:10])=[C:8]([C:11]2([F:15])[CH2:12][N:13]([C:23]([O:25][C:26]([CH3:29])([CH3:28])[CH3:27])=[O:24])[CH2:14]2)[CH:7]=[C:4]([C:5]#[N:6])[CH:3]=1. (4) Given the reactants [NH2:1][C:2]1[C:11]([NH2:12])=[C:10]([C:13]([F:16])([F:15])[F:14])[CH:9]=[CH:8][C:3]=1[C:4]([O:6][CH3:7])=[O:5].C(N(C(C)C)CC)(C)C.Cl[C:27](Cl)([O:29]C(=O)OC(Cl)(Cl)Cl)Cl, predict the reaction product. The product is: [O:29]=[C:27]1[NH:12][C:11]2[C:10]([C:13]([F:14])([F:15])[F:16])=[CH:9][CH:8]=[C:3]([C:4]([O:6][CH3:7])=[O:5])[C:2]=2[NH:1]1. (5) Given the reactants [NH2:1][C:2]1[CH:7]=[CH:6][C:5]([OH:8])=[C:4]([CH2:9][CH3:10])[CH:3]=1.C(N(CC)CC)C.[C:18](O[C:18]([O:20][C:21]([CH3:24])([CH3:23])[CH3:22])=[O:19])([O:20][C:21]([CH3:24])([CH3:23])[CH3:22])=[O:19], predict the reaction product. The product is: [CH2:9]([C:4]1[CH:3]=[C:2]([NH:1][C:18](=[O:19])[O:20][C:21]([CH3:24])([CH3:23])[CH3:22])[CH:7]=[CH:6][C:5]=1[OH:8])[CH3:10]. (6) Given the reactants [C:1]([O:5][C:6]([N:8]1[CH2:13][CH2:12][C@@H:11]([C:14]2[C:22]3[C:17](=[N:18][CH:19]=[C:20]([NH2:24])[C:21]=3[CH3:23])[N:16]([CH3:25])[CH:15]=2)[CH2:10][C:9]1([CH3:27])[CH3:26])=[O:7])([CH3:4])([CH3:3])[CH3:2].[C:28]([C:30]1[CH:31]=[C:32]([CH:36]=[CH:37][CH:38]=1)[C:33](O)=[O:34])#[N:29].[I-].ClC1C=CC=C[N+]=1C.CCN(C(C)C)C(C)C, predict the reaction product. The product is: [C:28]([C:30]1[CH:31]=[C:32]([CH:36]=[CH:37][CH:38]=1)[C:33]([NH:24][C:20]1[C:21]([CH3:23])=[C:22]2[C:14]([C@@H:11]3[CH2:12][CH2:13][N:8]([C:6]([O:5][C:1]([CH3:4])([CH3:3])[CH3:2])=[O:7])[C:9]([CH3:27])([CH3:26])[CH2:10]3)=[CH:15][N:16]([CH3:25])[C:17]2=[N:18][CH:19]=1)=[O:34])#[N:29]. (7) Given the reactants [CH:1]([C:3]1[CH:4]=[C:5]([NH:9][S:10]([CH3:13])(=[O:12])=[O:11])[CH:6]=[CH:7][CH:8]=1)=[O:2].[Br-].O1CCC[CH2:16]1, predict the reaction product. The product is: [OH:2][CH:1]([C:3]1[CH:4]=[C:5]([NH:9][S:10]([CH3:13])(=[O:12])=[O:11])[CH:6]=[CH:7][CH:8]=1)[CH3:16]. (8) Given the reactants [CH2:1]([C@@H:5]1[NH:10][CH2:9][C@H:8]([C:11]2[CH:16]=[CH:15][CH:14]=[CH:13][CH:12]=2)[NH:7][C:6]1=[O:17])[CH:2]([CH3:4])[CH3:3].[F:18][C:19]1[CH:24]=[CH:23][C:22]([C:25]2[O:29][N:28]=[C:27]([C:30](O)=[O:31])[CH:26]=2)=[CH:21][CH:20]=1.C([C@@H]1N(C(=O)/C=C/C2C=CC=CC=2)C[C@H](CC(C)C)NC1=O)C(C)C, predict the reaction product. The product is: [F:18][C:19]1[CH:20]=[CH:21][C:22]([C:25]2[O:29][N:28]=[C:27]([C:30]([N:10]3[CH2:9][C@H:8]([C:11]4[CH:12]=[CH:13][CH:14]=[CH:15][CH:16]=4)[NH:7][C:6](=[O:17])[C@@H:5]3[CH2:1][CH:2]([CH3:4])[CH3:3])=[O:31])[CH:26]=2)=[CH:23][CH:24]=1. (9) Given the reactants [F:1][C:2]1[CH:3]=[C:4]([C:13]2[N:18]=[C:17]([N:19]3[CH2:23][C@@H:22]([CH3:24])[CH2:21][C:20]3([CH3:26])[CH3:25])[C:16]([C:27]([NH2:29])=[O:28])=[CH:15][CH:14]=2)[CH:5]=[C:6]([O:8][CH2:9][CH:10]([CH3:12])[CH3:11])[CH:7]=1.[H-].[Na+].Cl[S:33]([CH:36]1[CH2:41][CH2:40][CH2:39][N:38](C(OCC2C=CC=CC=2)=O)[CH2:37]1)(=[O:35])=[O:34], predict the reaction product. The product is: [F:1][C:2]1[CH:3]=[C:4]([C:13]2[N:18]=[C:17]([N:19]3[CH2:23][C@@H:22]([CH3:24])[CH2:21][C:20]3([CH3:26])[CH3:25])[C:16]([C:27]([NH:29][S:33]([CH:36]3[CH2:41][CH2:40][CH2:39][NH:38][CH2:37]3)(=[O:35])=[O:34])=[O:28])=[CH:15][CH:14]=2)[CH:5]=[C:6]([O:8][CH2:9][CH:10]([CH3:11])[CH3:12])[CH:7]=1. (10) Given the reactants [CH2:1]([C:3]1[C:4]([NH:24]CC2C=CC(OC)=CC=2)=[N:5][C:6]([O:22][CH3:23])=[C:7]([C:9]2[CH:14]=[CH:13][C:12]([O:15][C:16]([F:19])([F:18])[F:17])=[CH:11][C:10]=2[O:20][CH3:21])[N:8]=1)[CH3:2].Cl, predict the reaction product. The product is: [CH2:1]([C:3]1[C:4]([NH2:24])=[N:5][C:6]([O:22][CH3:23])=[C:7]([C:9]2[CH:14]=[CH:13][C:12]([O:15][C:16]([F:17])([F:18])[F:19])=[CH:11][C:10]=2[O:20][CH3:21])[N:8]=1)[CH3:2].